Dataset: Full USPTO retrosynthesis dataset with 1.9M reactions from patents (1976-2016). Task: Predict the reactants needed to synthesize the given product. (1) Given the product [OH:14][C:15]1[CH:16]=[CH:17][C:18]([C:21]2[C:25]([C:26]3[CH:31]=[CH:30][CH:29]=[CH:28][CH:27]=3)=[C:24]([C:32]3([C:35]([N:8]4[CH2:13][CH2:12][O:11][CH2:10][CH2:9]4)=[O:36])[CH2:33][CH2:34]3)[O:23][N:22]=2)=[CH:19][CH:20]=1, predict the reactants needed to synthesize it. The reactants are: O.C(=O)([O-])[O-].[Na+].[Na+].[NH:8]1[CH2:13][CH2:12][O:11][CH2:10][CH2:9]1.[OH:14][C:15]1[CH:20]=[CH:19][C:18]([C:21]2[C:25]([C:26]3[CH:31]=[CH:30][CH:29]=[CH:28][CH:27]=3)=[C:24]([C:32]3([C:35](Cl)=[O:36])[CH2:34][CH2:33]3)[O:23][N:22]=2)=[CH:17][CH:16]=1. (2) Given the product [CH3:30][O:29][C:27]([C:25]1[N:26]=[C:22]([NH:21][CH2:4][C:3]2[CH:13]=[C:14]([O:19][CH3:20])[C:15]([O:17][CH3:18])=[CH:16][C:2]=2[OH:1])[S:23][CH:24]=1)=[O:28], predict the reactants needed to synthesize it. The reactants are: [OH:1][C:2]1[CH:16]=[C:15]([O:17][CH3:18])[C:14]([O:19][CH3:20])=[CH:13][C:3]=1[C:4](OC1C=CC=CC=1)=O.[NH2:21][C:22]1[S:23][CH:24]=[C:25]([C:27]([O:29][CH3:30])=[O:28])[N:26]=1.CO. (3) The reactants are: Cl[S:2]([N:5]=[C:6]=[O:7])(=[O:4])=[O:3].[C:8]([OH:12])([CH3:11])([CH3:10])[CH3:9].[F:13][C:14]1[CH:19]=[C:18]([N+:20]([O-:22])=[O:21])[CH:17]=[CH:16][C:15]=1[CH2:23][NH2:24].C(N(CC)CC)C. Given the product [F:13][C:14]1[CH:19]=[C:18]([N+:20]([O-:22])=[O:21])[CH:17]=[CH:16][C:15]=1[CH2:23][NH:24][S:2]([NH:5][C:6](=[O:7])[O:12][C:8]([CH3:11])([CH3:10])[CH3:9])(=[O:4])=[O:3], predict the reactants needed to synthesize it. (4) Given the product [C:1]([O:5][C:6]([N:8]1[CH2:11][CH:10]([CH2:12][O:13][S:22]([CH3:21])(=[O:24])=[O:23])[CH2:9]1)=[O:7])([CH3:4])([CH3:3])[CH3:2], predict the reactants needed to synthesize it. The reactants are: [C:1]([O:5][C:6]([N:8]1[CH2:11][CH:10]([CH2:12][OH:13])[CH2:9]1)=[O:7])([CH3:4])([CH3:3])[CH3:2].C(N(CC)CC)C.[CH3:21][S:22](Cl)(=[O:24])=[O:23]. (5) Given the product [CH2:1]([O:3][C:4]([C@H:6]1[C@@H:10]([O:11][C:12]2[CH:17]=[CH:16][CH:15]=[C:14]([CH:18]([CH3:19])[CH3:20])[CH:13]=2)[CH2:9][N:8]([C:33]([O:34][C:35]([CH3:36])([CH3:37])[CH3:38])=[O:39])[CH2:7]1)=[O:5])[CH3:2], predict the reactants needed to synthesize it. The reactants are: [CH2:1]([O:3][C:4]([C@H:6]1[C@@H:10]([O:11][C:12]2[CH:17]=[CH:16][CH:15]=[C:14]([CH:18]([CH3:20])[CH3:19])[CH:13]=2)[CH2:9][N:8](CC2C=CC=CC=2)[CH2:7]1)=[O:5])[CH3:2].C(O[C:33](=[O:39])[O:34][C:35]([CH3:38])([CH3:37])[CH3:36])(C)(C)C. (6) Given the product [C:1]([N:5]1[CH2:8][CH:7]([C:9]2[CH:14]=[CH:13][C:12]([C@H:15]([C:26]3[CH:31]=[CH:30][CH:29]=[CH:28][C:27]=3[CH3:32])[CH2:16][C:17]([C:19]3[CH:24]=[CH:23][N:22]=[C:21]([CH3:25])[CH:20]=3)=[O:18])=[CH:11][CH:10]=2)[CH2:6]1)(=[O:3])[CH3:2], predict the reactants needed to synthesize it. The reactants are: [C:1](Cl)(=[O:3])[CH3:2].[NH:5]1[CH2:8][CH:7]([C:9]2[CH:14]=[CH:13][C:12]([C@H:15]([C:26]3[CH:31]=[CH:30][CH:29]=[CH:28][C:27]=3[CH3:32])[CH2:16][C:17]([C:19]3[CH:24]=[CH:23][N:22]=[C:21]([CH3:25])[CH:20]=3)=[O:18])=[CH:11][CH:10]=2)[CH2:6]1.C(N(CC)C(C)C)(C)C. (7) Given the product [CH3:1][C:2]12[C:11]([CH3:13])([CH3:12])[CH:8]([CH2:9][CH2:10]1)[C:4]1([CH2:7][CH2:6][CH2:5]1)[CH:3]2[NH:17][CH:15]=[O:16], predict the reactants needed to synthesize it. The reactants are: [CH3:1][C@:2]12[C:11]([CH3:13])([CH3:12])[C@H:8]([CH2:9][CH2:10]1)[C:4]1([CH2:7][CH2:6][CH2:5]1)[C:3]2=O.[CH:15]([NH2:17])=[O:16]. (8) The reactants are: [CH2:1]([O:8][C:9]1[CH:14]=[CH:13][N:12]([CH2:15][CH2:16][C:17]([CH3:25])([S:21]([CH3:24])(=[O:23])=[O:22])[C:18](O)=[O:19])[C:11](=[O:26])[CH:10]=1)[C:2]1[CH:7]=[CH:6][CH:5]=[CH:4][CH:3]=1.Cl.CN(C)CCCN=C=NCC.O.ON1C2C=CC=CC=2N=N1.C(N(CC)CC)C.[O:57]1[CH2:62][CH2:61][CH2:60][CH2:59][CH:58]1[O:63][NH2:64]. Given the product [CH2:1]([O:8][C:9]1[CH:14]=[CH:13][N:12]([CH2:15][CH2:16][C:17]([CH3:25])([S:21]([CH3:24])(=[O:22])=[O:23])[C:18]([NH:64][O:63][CH:58]2[CH2:59][CH2:60][CH2:61][CH2:62][O:57]2)=[O:19])[C:11](=[O:26])[CH:10]=1)[C:2]1[CH:7]=[CH:6][CH:5]=[CH:4][CH:3]=1, predict the reactants needed to synthesize it. (9) Given the product [CH3:1][S:2]([CH3:5])(=[N:4][C:16](=[O:17])[NH:15][C:11]1[CH:12]=[CH:13][CH:14]=[C:9]([N+:6]([O-:8])=[O:7])[CH:10]=1)=[O:3], predict the reactants needed to synthesize it. The reactants are: [CH3:1][S:2]([CH3:5])(=[NH:4])=[O:3].[N+:6]([C:9]1[CH:10]=[C:11]([N:15]=[C:16]=[O:17])[CH:12]=[CH:13][CH:14]=1)([O-:8])=[O:7]. (10) Given the product [CH3:19][O:18][C:16]1[CH:15]=[CH:14][C:11]2[N:12]([CH3:13])[C:8]([C:4]3[CH:5]=[N:6][CH:7]=[C:2]([C:28]4[CH:29]=[N:30][NH:31][CH:32]=4)[CH:3]=3)=[N:9][C:10]=2[CH:17]=1, predict the reactants needed to synthesize it. The reactants are: Br[C:2]1[CH:3]=[C:4]([C:8]2[N:12]([CH3:13])[C:11]3[CH:14]=[CH:15][C:16]([O:18][CH3:19])=[CH:17][C:10]=3[N:9]=2)[CH:5]=[N:6][CH:7]=1.CC1(C)C(C)(C)OB([C:28]2[CH:29]=[N:30][NH:31][CH:32]=2)O1.C([O-])([O-])=O.[Na+].[Na+].